Dataset: Catalyst prediction with 721,799 reactions and 888 catalyst types from USPTO. Task: Predict which catalyst facilitates the given reaction. (1) Reactant: [CH3:1][O:2][C:3](=[O:19])[CH:4]([N:11]1[C:16](=[O:17])[CH:15]=[C:14]([OH:18])[CH:13]=[N:12]1)[CH2:5][CH:6]1[CH2:10][CH2:9][CH2:8][CH2:7]1.C(=O)([O-])[O-].[K+].[K+].Cl[C:27]1[N:32]=[C:31]([C:33]([F:36])([F:35])[F:34])[CH:30]=[CH:29][N:28]=1. Product: [CH3:1][O:2][C:3](=[O:19])[CH:4]([N:11]1[C:16](=[O:17])[CH:15]=[C:14]([O:18][C:27]2[N:32]=[C:31]([C:33]([F:36])([F:35])[F:34])[CH:30]=[CH:29][N:28]=2)[CH:13]=[N:12]1)[CH2:5][CH:6]1[CH2:7][CH2:8][CH2:9][CH2:10]1. The catalyst class is: 9. (2) Reactant: B#B.[Cl:3][C:4]1[CH:5]=[CH:6][C:7]2[S:11][C:10]([C:12]3[CH:17]=[CH:16][CH:15]=[CH:14][CH:13]=3)=[C:9]([CH2:18][C:19]#[N:20])[C:8]=2[CH:21]=1.Cl. Product: [ClH:3].[Cl:3][C:4]1[CH:5]=[CH:6][C:7]2[S:11][C:10]([C:12]3[CH:17]=[CH:16][CH:15]=[CH:14][CH:13]=3)=[C:9]([CH2:18][CH2:19][NH2:20])[C:8]=2[CH:21]=1. The catalyst class is: 7.